This data is from Forward reaction prediction with 1.9M reactions from USPTO patents (1976-2016). The task is: Predict the product of the given reaction. (1) Given the reactants [OH-].[Na+].CO.C([O:7][C:8]([C:10]1[C:14]([C:15]2[CH:20]=[CH:19][CH:18]=[CH:17][C:16]=2[CH3:21])=[CH:13][S:12][C:11]=1[N:22]1[C:30](=[O:31])[C:29]2[C:24](=[CH:25][CH:26]=[CH:27][CH:28]=2)[C:23]1=[O:32])=[O:9])C.Cl, predict the reaction product. The product is: [O:32]=[C:23]1[C:24]2[C:29](=[CH:28][CH:27]=[CH:26][CH:25]=2)[C:30](=[O:31])[N:22]1[C:11]1[S:12][CH:13]=[C:14]([C:15]2[CH:20]=[CH:19][CH:18]=[CH:17][C:16]=2[CH3:21])[C:10]=1[C:8]([OH:9])=[O:7]. (2) Given the reactants [Br:1][C:2]1[CH:3]=[CH:4][C:5]([O:8][C:9]2[CH:10]=[C:11]([CH:21]=[CH:22][CH:23]=2)[CH2:12]P(=O)(OCC)OCC)=[N:6][CH:7]=1.[H-].[Na+].[C:26]([O:30][C:31]([N:33]1[CH2:38][CH2:37][C:36](=O)[CH2:35][CH2:34]1)=[O:32])([CH3:29])([CH3:28])[CH3:27].O, predict the reaction product. The product is: [Br:1][C:2]1[CH:3]=[CH:4][C:5]([O:8][C:9]2[CH:10]=[C:11]([CH:21]=[CH:22][CH:23]=2)[CH:12]=[C:36]2[CH2:37][CH2:38][N:33]([C:31]([O:30][C:26]([CH3:29])([CH3:28])[CH3:27])=[O:32])[CH2:34][CH2:35]2)=[N:6][CH:7]=1. (3) Given the reactants Cl.[CH3:2][NH:3][O:4][CH3:5].[F:6][C:7]1[CH:15]=[CH:14][C:10]([C:11](Cl)=[O:12])=[CH:9][CH:8]=1.C(N(CC)CC)C, predict the reaction product. The product is: [F:6][C:7]1[CH:15]=[CH:14][C:10]([C:11]([N:3]([O:4][CH3:5])[CH3:2])=[O:12])=[CH:9][CH:8]=1.